Dataset: Forward reaction prediction with 1.9M reactions from USPTO patents (1976-2016). Task: Predict the product of the given reaction. (1) Given the reactants [Br:1][C:2]1[CH:7]=[C:6]([N+:8]([O-:10])=[O:9])[CH:5]=[C:4]([Br:11])[C:3]=1[O:12][CH2:13][CH2:14][CH2:15][CH2:16][CH2:17][CH2:18]CBr.[C:21]1(=[O:31])[NH:25][C:24](=[O:26])[C:23]2=[CH:27][CH:28]=[CH:29][CH:30]=[C:22]12.[K].[CH3:33]C(C)=O, predict the reaction product. The product is: [Br:11][C:4]1[CH:5]=[C:6]([N+:8]([O-:10])=[O:9])[CH:7]=[C:2]([Br:1])[C:3]=1[O:12][CH:13]([CH3:33])[CH2:14][CH2:15][CH2:16][CH2:17][CH2:18][N:25]1[C:21](=[O:31])[C:22]2[C:23](=[CH:27][CH:28]=[CH:29][CH:30]=2)[C:24]1=[O:26]. (2) Given the reactants CON(C)[C:4](=[O:20])[CH:5]([O:18][CH3:19])[C:6]1[CH:11]=[CH:10][C:9]([C:12]2[O:13][C:14]([CH3:17])=[N:15][N:16]=2)=[CH:8][CH:7]=1.[CH3:22][O:23][C:24]1[CH:25]=[C:26]([C:33]2[O:34][CH:35]=[CH:36][CH:37]=2)[CH:27]=[C:28]([O:31][CH3:32])[C:29]=1[CH3:30], predict the reaction product. The product is: [CH3:22][O:23][C:24]1[CH:25]=[C:26]([C:33]2[O:34][C:35]([C:4](=[O:20])[CH:5]([O:18][CH3:19])[C:6]3[CH:7]=[CH:8][C:9]([C:12]4[O:13][C:14]([CH3:17])=[N:15][N:16]=4)=[CH:10][CH:11]=3)=[CH:36][CH:37]=2)[CH:27]=[C:28]([O:31][CH3:32])[C:29]=1[CH3:30]. (3) The product is: [O:38]1[CH:42]=[CH:41][CH:40]=[C:39]1[C:43]([NH:1][C@@H:2]([CH3:30])[C@@H:3]([C:24]1[CH:25]=[CH:26][CH:27]=[CH:28][CH:29]=1)[O:4][C:5]1[CH:6]=[C:7]2[C:11](=[CH:12][CH:13]=1)[N:10]([C:14]1[CH:23]=[CH:22][C:17]([C:18]([O:20][CH3:21])=[O:19])=[CH:16][CH:15]=1)[N:9]=[CH:8]2)=[O:44]. Given the reactants [NH2:1][C@@H:2]([CH3:30])[C@@H:3]([C:24]1[CH:29]=[CH:28][CH:27]=[CH:26][CH:25]=1)[O:4][C:5]1[CH:6]=[C:7]2[C:11](=[CH:12][CH:13]=1)[N:10]([C:14]1[CH:23]=[CH:22][C:17]([C:18]([O:20][CH3:21])=[O:19])=[CH:16][CH:15]=1)[N:9]=[CH:8]2.C(N(CC)CC)C.[O:38]1[CH:42]=[CH:41][CH:40]=[C:39]1[C:43](Cl)=[O:44], predict the reaction product. (4) Given the reactants C(OC([N:8]1[C:16]2[C:11](=[CH:12][CH:13]=[CH:14][C:15]=2[Cl:17])[CH:10]=[C:9]1[C:18]1[CH:23]=[CH:22][C:21]([Cl:24])=[C:20]([S:25](=[O:34])(=[O:33])[NH:26][CH:27]2[CH2:32][CH2:31][CH2:30][CH2:29][CH2:28]2)[CH:19]=1)=O)(C)(C)C, predict the reaction product. The product is: [Cl:24][C:21]1[CH:22]=[CH:23][C:18]([C:9]2[NH:8][C:16]3[C:11]([CH:10]=2)=[CH:12][CH:13]=[CH:14][C:15]=3[Cl:17])=[CH:19][C:20]=1[S:25]([NH:26][CH:27]1[CH2:32][CH2:31][CH2:30][CH2:29][CH2:28]1)(=[O:33])=[O:34].